From a dataset of Reaction yield outcomes from USPTO patents with 853,638 reactions. Predict the reaction yield, written as a fraction of the theoretical maximum amount of product (1.0 means a 100% yield; for example, 0.34 means a 34% yield). (1) The reactants are [CH3:1][Li].[Br:3][C:4]1[CH:26]=[CH:25][C:7]2[O:8][CH2:9][CH2:10][C:11]([C:21]([O:23][CH3:24])=[O:22])=[C:12](OS(C(F)(F)F)(=O)=O)[C:6]=2[CH:5]=1. The catalyst is C(OCC)C.[Cu]I. The product is [Br:3][C:4]1[CH:26]=[CH:25][C:7]2[O:8][CH2:9][CH2:10][C:11]([C:21]([O:23][CH3:24])=[O:22])=[C:12]([CH3:1])[C:6]=2[CH:5]=1. The yield is 0.970. (2) The reactants are [CH3:1][CH:2]1[C:9]2[CH:8]=[C:7]([C:10]([O:12]C)=[O:11])[NH:6][C:5]=2[CH2:4][CH2:3]1.O.[OH-].[Li+]. No catalyst specified. The product is [CH3:1][CH:2]1[C:9]2[CH:8]=[C:7]([C:10]([OH:12])=[O:11])[NH:6][C:5]=2[CH2:4][CH2:3]1. The yield is 0.520. (3) The reactants are [CH3:1][C:2]1[O:8][CH:7]=[C:6]([OH:9])[C:4](=[O:5])[CH:3]=1.CN(C)C.[C:14](Cl)(=[O:21])[C:15]1[CH:20]=[CH:19][CH:18]=[CH:17][CH:16]=1. The catalyst is C1COCC1. The product is [C:14]([O:9][C:6]1[C:4](=[O:5])[CH:3]=[C:2]([CH3:1])[O:8][CH:7]=1)(=[O:21])[C:15]1[CH:20]=[CH:19][CH:18]=[CH:17][CH:16]=1. The yield is 0.910. (4) The reactants are C(OC(=O)[CH:7]([C:19]#[N:20])[C:8]1[CH:13]=[CH:12][C:11]([N+:14]([O-:16])=[O:15])=[C:10]([O:17][CH3:18])[CH:9]=1)(C)(C)C.C(Cl)Cl.FC(F)(F)C(O)=O. No catalyst specified. The product is [CH3:18][O:17][C:10]1[CH:9]=[C:8]([CH2:7][C:19]#[N:20])[CH:13]=[CH:12][C:11]=1[N+:14]([O-:16])=[O:15]. The yield is 0.610. (5) The reactants are [CH:1]1([NH:6][C:7]2[N:12]=[C:11]([C:13]3[C:14]([C:28]4[CH:33]=[CH:32][C:31]([O:34][CH3:35])=[CH:30][CH:29]=4)=[N:15][N:16]4[C:21]([NH:22][CH2:23][CH2:24][CH2:25][CH2:26][NH2:27])=[CH:20][CH:19]=[CH:18][C:17]=34)[CH:10]=[CH:9][N:8]=2)[CH2:5][CH2:4][CH2:3][CH2:2]1.C(N(CC)CC)C.C1C(=O)N([O:50][C:51]([CH2:53][CH2:54][CH2:55][CH2:56][C@@H:57]2[S:61][CH2:60][C@@H:59]3[NH:62][C:63]([NH:65][C@H:58]23)=[O:64])=O)C(=O)C1.O. The catalyst is CN(C)C=O. The product is [O:64]=[C:63]1[NH:62][C@H:59]2[CH2:60][S:61][C@@H:57]([CH2:56][CH2:55][CH2:54][CH2:53][C:51]([NH:27][CH2:26][CH2:25][CH2:24][CH2:23][NH:22][C:21]3[N:16]4[N:15]=[C:14]([C:28]5[CH:29]=[CH:30][C:31]([O:34][CH3:35])=[CH:32][CH:33]=5)[C:13]([C:11]5[CH:10]=[CH:9][N:8]=[C:7]([NH:6][CH:1]6[CH2:2][CH2:3][CH2:4][CH2:5]6)[N:12]=5)=[C:17]4[CH:18]=[CH:19][CH:20]=3)=[O:50])[C@H:58]2[NH:65]1. The yield is 0.510. (6) The reactants are [N:1]1[CH:6]=[CH:5][CH:4]=[C:3]([CH2:7][C:8](O)=O)[CH:2]=1.[C:11]1([NH2:18])[C:12]([NH2:17])=[CH:13][CH:14]=[CH:15][CH:16]=1. No catalyst specified. The product is [N:1]1[CH:6]=[CH:5][CH:4]=[C:3]([CH2:7][C:8]2[NH:18][C:11]3[CH:16]=[CH:15][CH:14]=[CH:13][C:12]=3[N:17]=2)[CH:2]=1. The yield is 0.500. (7) The reactants are C[O:2][C:3](=[O:13])[CH2:4][NH:5][C:6]1[CH:11]=[CH:10][CH:9]=[C:8]([Cl:12])[CH:7]=1.[OH-].[Na+].O. The catalyst is C(O)C.C(OCC)(=O)C. The product is [Cl:12][C:8]1[CH:7]=[C:6]([NH:5][CH2:4][C:3]([OH:13])=[O:2])[CH:11]=[CH:10][CH:9]=1. The yield is 0.860.